Predict which catalyst facilitates the given reaction. From a dataset of Catalyst prediction with 721,799 reactions and 888 catalyst types from USPTO. (1) Reactant: [C:1]([NH:5][C:6](=[O:33])[CH2:7][N:8]1[C:17](=[O:18])[C:16]2[C:11](=[CH:12][CH:13]=[C:14]([N:19]3[CH2:25][CH2:24][CH2:23][NH:22][CH2:21][CH2:20]3)[CH:15]=2)[N:10]=[C:9]1[C:26]1[CH:31]=[CH:30][CH:29]=[C:28]([Cl:32])[CH:27]=1)([CH3:4])([CH3:3])[CH3:2].[CH3:34][C:35]([CH3:37])=O.C([BH3-])#N.[Na+].C(O)(=O)C. Product: [C:1]([NH:5][C:6](=[O:33])[CH2:7][N:8]1[C:17](=[O:18])[C:16]2[C:11](=[CH:12][CH:13]=[C:14]([N:19]3[CH2:25][CH2:24][CH2:23][N:22]([CH:35]([CH3:37])[CH3:34])[CH2:21][CH2:20]3)[CH:15]=2)[N:10]=[C:9]1[C:26]1[CH:31]=[CH:30][CH:29]=[C:28]([Cl:32])[CH:27]=1)([CH3:4])([CH3:2])[CH3:3]. The catalyst class is: 1. (2) Reactant: [CH2:1]([O:3][C:4]1[CH:11]=[CH:10][CH:9]=[C:6]([CH:7]=[O:8])[C:5]=1[OH:12])[CH3:2].[C:13]([O-])([O-])=O.[Cs+].[Cs+].IC. Product: [CH2:1]([O:3][C:4]1[C:5]([O:12][CH3:13])=[C:6]([CH:9]=[CH:10][CH:11]=1)[CH:7]=[O:8])[CH3:2]. The catalyst class is: 18. (3) Reactant: [C:1]([C:5]1[O:9][N:8]=[C:7]([NH:10][C:11]([NH:13][C:14]2[CH:19]=[CH:18][C:17]([C:20]3[N:24]4[CH:25]=[CH:26][C:27]([C:29]5[CH:34]=[CH:33][N:32]=[C:31]([CH2:35][CH2:36][CH:37](OCC)[O:38]CC)[CH:30]=5)=[CH:28][C:23]4=[N:22][CH:21]=3)=[CH:16][C:15]=2[F:44])=[O:12])[CH:6]=1)([CH3:4])([CH3:3])[CH3:2].[ClH:45]. Product: [ClH:45].[C:1]([C:5]1[O:9][N:8]=[C:7]([NH:10][C:11]([NH:13][C:14]2[CH:19]=[CH:18][C:17]([C:20]3[N:24]4[CH:25]=[CH:26][C:27]([C:29]5[CH:34]=[CH:33][N:32]=[C:31]([CH2:35][CH2:36][CH:37]=[O:38])[CH:30]=5)=[CH:28][C:23]4=[N:22][CH:21]=3)=[CH:16][C:15]=2[F:44])=[O:12])[CH:6]=1)([CH3:4])([CH3:2])[CH3:3]. The catalyst class is: 13.